This data is from Reaction yield outcomes from USPTO patents with 853,638 reactions. The task is: Predict the reaction yield, written as a fraction of the theoretical maximum amount of product (1.0 means a 100% yield; for example, 0.34 means a 34% yield). The reactants are F[C:2]1[C:7]([C:8]([OH:10])=O)=[CH:6][CH:5]=[C:4]([F:11])[N:3]=1.[F:12][C:13]1[CH:18]=[CH:17][CH:16]=[CH:15][C:14]=1[CH2:19][CH2:20][O:21][CH2:22][C:23]([NH2:25])=[NH:24]. No catalyst specified. The product is [F:11][C:4]1[CH:5]=[CH:6][C:7]2[C:8](=[O:10])[NH:25][C:23]([CH2:22][O:21][CH2:20][CH2:19][C:14]3[CH:15]=[CH:16][CH:17]=[CH:18][C:13]=3[F:12])=[N:24][C:2]=2[N:3]=1. The yield is 0.800.